This data is from Forward reaction prediction with 1.9M reactions from USPTO patents (1976-2016). The task is: Predict the product of the given reaction. (1) Given the reactants [NH:1]1[CH2:4][CH:3]([OH:5])[CH2:2]1.CCN(C(C)C)C(C)C.[CH3:15][S:16](Cl)(=[O:18])=[O:17], predict the reaction product. The product is: [CH3:15][S:16]([O:5][CH:3]1[CH2:4][N:1]([S:16]([CH3:15])(=[O:18])=[O:17])[CH2:2]1)(=[O:18])=[O:17]. (2) Given the reactants Br[C:2]1[O:6][C:5]([C:7]([OH:9])=[O:8])=[CH:4][CH:3]=1.[CH3:10][O:11][C:12]([C:14]1[CH:15]=[C:16](B(O)O)[CH:17]=[CH:18][CH:19]=1)=[O:13].C(=O)([O-])O.[Na+].C1(C)C=CC=CC=1, predict the reaction product. The product is: [CH3:10][O:11][C:12]([C:14]1[CH:19]=[C:18]([C:2]2[O:6][C:5]([C:7]([OH:9])=[O:8])=[CH:4][CH:3]=2)[CH:17]=[CH:16][CH:15]=1)=[O:13]. (3) Given the reactants [OH:1][C:2]1[CH:7]=[CH:6][C:5]([CH3:8])=[CH:4][C:3]=1[N:9]1[N:13]=[C:12]2[CH:14]=[CH:15][C:16]([O:18][CH3:19])=[CH:17][C:11]2=[N:10]1.N(C(C)(C)C#N)=NC(C)(C)C#N.[Br:32]Br, predict the reaction product. The product is: [OH:1][C:2]1[CH:7]=[CH:6][C:5]([CH2:8][Br:32])=[CH:4][C:3]=1[N:9]1[N:13]=[C:12]2[CH:14]=[CH:15][C:16]([O:18][CH3:19])=[CH:17][C:11]2=[N:10]1. (4) Given the reactants Br[C:2]1[CH:3]=[CH:4][C:5]2[O:15][CH2:14][CH2:13][C:12]3[S:11][C:10]([C:16]([NH2:18])=[O:17])=[N:9][C:8]=3[C:6]=2[CH:7]=1.[C:19]([C:21]1([OH:26])[CH2:25][CH2:24][CH2:23][CH2:22]1)#[CH:20], predict the reaction product. The product is: [OH:26][C:21]1([C:19]#[C:20][C:2]2[CH:3]=[CH:4][C:5]3[O:15][CH2:14][CH2:13][C:12]4[S:11][C:10]([C:16]([NH2:18])=[O:17])=[N:9][C:8]=4[C:6]=3[CH:7]=2)[CH2:25][CH2:24][CH2:23][CH2:22]1. (5) Given the reactants [Cl:1][C:2]1[CH:3]=[C:4]([CH:10]([CH3:15])[C:11]([O:13][CH3:14])=[O:12])[CH:5]=[CH:6][C:7]=1[CH:8]=O.[O:16]=[C:17]1[CH2:21][CH2:20][S:19][CH2:18]1, predict the reaction product. The product is: [Cl:1][C:2]1[CH:3]=[C:4]([CH:10]([CH3:15])[C:11]([O:13][CH3:14])=[O:12])[CH:5]=[CH:6][C:7]=1[CH:8]=[C:18]1[C:17](=[O:16])[CH2:21][CH2:20][S:19]1. (6) Given the reactants [CH3:1][O:2][C:3]1[CH:4]=[C:5]([CH:17]=[CH:18][C:19]=1[O:20][CH3:21])[C:6]([CH:8]1[CH2:13][CH2:12][N:11](C(=O)C)[CH2:10][CH2:9]1)=[O:7], predict the reaction product. The product is: [CH3:1][O:2][C:3]1[CH:4]=[C:5]([C:6]([CH:8]2[CH2:9][CH2:10][NH:11][CH2:12][CH2:13]2)=[O:7])[CH:17]=[CH:18][C:19]=1[O:20][CH3:21]. (7) Given the reactants [CH3:1][O:2][C:3]1[CH:4]=[C:5]([C:20]2[CH:25]=[CH:24][C:23]([N+:26]([O-])=O)=[CH:22][CH:21]=2)[CH:6]=[CH:7][C:8]=1[C:9]([NH:11][C@H:12]([C:16]([O:18][CH3:19])=[O:17])[CH:13]([CH3:15])[CH3:14])=[O:10].Cl, predict the reaction product. The product is: [NH2:26][C:23]1[CH:24]=[CH:25][C:20]([C:5]2[CH:6]=[CH:7][C:8]([C:9]([NH:11][C@H:12]([C:16]([O:18][CH3:19])=[O:17])[CH:13]([CH3:14])[CH3:15])=[O:10])=[C:3]([O:2][CH3:1])[CH:4]=2)=[CH:21][CH:22]=1.